From a dataset of Catalyst prediction with 721,799 reactions and 888 catalyst types from USPTO. Predict which catalyst facilitates the given reaction. (1) Reactant: Cl.[CH2:2]([NH:9][NH2:10])[C:3]1[CH:8]=[CH:7][CH:6]=[CH:5][CH:4]=1.[CH:11](=O)[C:12]([CH3:14])=[O:13]. Product: [CH2:2]([NH:9][N:10]=[CH:11][C:12](=[O:13])[CH3:14])[C:3]1[CH:8]=[CH:7][CH:6]=[CH:5][CH:4]=1. The catalyst class is: 232. (2) Reactant: [CH3:1][O:2][C:3]1[C:12]2[C:7](=[CH:8][CH:9]=[C:10]([O:13]C)[CH:11]=2)[CH:6]=[CH:5][CH:4]=1.Cl. Product: [CH3:1][O:2][C:3]1[CH:4]=[CH:5][CH:6]=[C:7]2[C:12]=1[CH:11]=[C:10]([OH:13])[CH:9]=[CH:8]2. The catalyst class is: 68. (3) Reactant: [CH3:1][C:2]1[CH:6]=[C:5]([CH2:7][C:8]([NH:10][C:11]2[CH:16]=[CH:15][CH:14]=[CH:13][CH:12]=2)=[O:9])[O:4][N:3]=1.[CH3:17]OC(OC)N(C)C.[CH3:25][CH2:26][O:27][C:28]1[CH:29]=[CH:30][C:31]([NH2:34])=[CH:32][CH:33]=1. Product: [CH2:26]([O:27][C:28]1[CH:33]=[CH:32][C:31]([NH:34][CH:17]=[C:7]([C:5]2[O:4][N:3]=[C:2]([CH3:1])[CH:6]=2)[C:8]([NH:10][C:11]2[CH:16]=[CH:15][CH:14]=[CH:13][CH:12]=2)=[O:9])=[CH:30][CH:29]=1)[CH3:25]. The catalyst class is: 11. (4) Reactant: Cl.FC1C=C(C=CC=1)CN1C=C(C2C3C(=NC=C(C4C=CC(C5CCNCC5)=CC=4)C=3)N(S(C3C=CC(C)=CC=3)(=O)=O)C=2)C=N1.[CH3:46][C:47]1[CH:48]=[C:49]([CH:91]=[CH:92][CH:93]=1)[CH2:50][N:51]1[CH:55]=[C:54]([C:56]2[C:64]3[C:59](=[N:60][CH:61]=[C:62]([C:65]4[CH:70]=[CH:69][C:68]([N:71]5[CH2:76][CH2:75][N:74]([CH2:77][C@@H:78]([OH:80])[CH3:79])[CH2:73][CH2:72]5)=[CH:67][CH:66]=4)[CH:63]=3)[N:58](S(C3C=CC(C)=CC=3)(=O)=O)[CH:57]=2)[CH:53]=[N:52]1.[OH-].[Li+]. The catalyst class is: 87. Product: [CH3:46][C:47]1[CH:48]=[C:49]([CH:91]=[CH:92][CH:93]=1)[CH2:50][N:51]1[CH:55]=[C:54]([C:56]2[C:64]3[C:59](=[N:60][CH:61]=[C:62]([C:65]4[CH:66]=[CH:67][C:68]([N:71]5[CH2:72][CH2:73][N:74]([CH2:77][C@@H:78]([OH:80])[CH3:79])[CH2:75][CH2:76]5)=[CH:69][CH:70]=4)[CH:63]=3)[NH:58][CH:57]=2)[CH:53]=[N:52]1. (5) Reactant: CS(O[CH2:6][C@@H:7]([NH:15][C:16]([O:18][C:19]([CH3:22])([CH3:21])[CH3:20])=[O:17])[CH2:8][CH:9]1[CH2:14][CH2:13][CH2:12][CH2:11][CH2:10]1)(=O)=O.[N-:23]=[N+:24]=[N-:25].[Na+]. Product: [N:23]([CH2:6][C@@H:7]([NH:15][C:16](=[O:17])[O:18][C:19]([CH3:22])([CH3:21])[CH3:20])[CH2:8][CH:9]1[CH2:14][CH2:13][CH2:12][CH2:11][CH2:10]1)=[N+:24]=[N-:25]. The catalyst class is: 173. (6) Reactant: [OH:1][CH2:2][CH2:3][O:4][CH:5]1[CH:10]([C:11]2[CH:16]=[CH:15][C:14]([O:17][CH2:18][CH2:19][CH2:20][O:21][CH2:22][C:23]3[CH:28]=[CH:27][CH:26]=[CH:25][C:24]=3[O:29][CH3:30])=[CH:13][CH:12]=2)[CH2:9][CH2:8][N:7]([C:31]([O:33][C:34]([CH3:37])([CH3:36])[CH3:35])=[O:32])[CH2:6]1.[H-].[Na+].[CH3:40][O:41][C:42](=[O:53])[CH2:43][C:44]1[C:45]([Cl:52])=[N:46][C:47]([CH3:51])=[N:48][C:49]=1Cl.O. Product: [Cl:52][C:45]1[N:46]=[C:47]([CH3:51])[N:48]=[C:49]([O:1][CH2:2][CH2:3][O:4][CH:5]2[CH:10]([C:11]3[CH:12]=[CH:13][C:14]([O:17][CH2:18][CH2:19][CH2:20][O:21][CH2:22][C:23]4[CH:28]=[CH:27][CH:26]=[CH:25][C:24]=4[O:29][CH3:30])=[CH:15][CH:16]=3)[CH2:9][CH2:8][N:7]([C:31]([O:33][C:34]([CH3:37])([CH3:36])[CH3:35])=[O:32])[CH2:6]2)[C:44]=1[CH2:43][C:42]([O:41][CH3:40])=[O:53]. The catalyst class is: 57.